This data is from Reaction yield outcomes from USPTO patents with 853,638 reactions. The task is: Predict the reaction yield, written as a fraction of the theoretical maximum amount of product (1.0 means a 100% yield; for example, 0.34 means a 34% yield). (1) The product is [N:14]1([C:2]2[CH:10]=[CH:9][C:8]([N+:11]([O-:13])=[O:12])=[CH:7][C:3]=2[C:4]([OH:6])=[O:5])[CH2:19][CH2:18][O:17][CH2:16][CH2:15]1. The yield is 0.930. The catalyst is O1CCOCC1. The reactants are F[C:2]1[CH:10]=[CH:9][C:8]([N+:11]([O-:13])=[O:12])=[CH:7][C:3]=1[C:4]([OH:6])=[O:5].[NH:14]1[CH2:19][CH2:18][O:17][CH2:16][CH2:15]1. (2) The catalyst is O1CCOCC1.O.C1C=CC(P(C2C=CC=CC=2)[C-]2C=CC=C2)=CC=1.C1C=CC(P(C2C=CC=CC=2)[C-]2C=CC=C2)=CC=1.Cl[Pd]Cl.[Fe+2]. The reactants are Br[C:2]1[CH:3]=[C:4]([O:10][C:11]2[CH:12]=[N:13][N:14]([CH3:16])[CH:15]=2)[C:5](=[O:9])[N:6]([CH3:8])[CH:7]=1.[CH:17]1([CH2:20][O:21][C:22]2[CH:27]=[CH:26][C:25]([S:28]([CH3:31])(=[O:30])=[O:29])=[CH:24][C:23]=2B2OC(C)(C)C(C)(C)O2)[CH2:19][CH2:18]1.[O-]P([O-])([O-])=O.[K+].[K+].[K+]. The yield is 0.780. The product is [CH:17]1([CH2:20][O:21][C:22]2[CH:27]=[CH:26][C:25]([S:28]([CH3:31])(=[O:30])=[O:29])=[CH:24][C:23]=2[C:2]2[CH:3]=[C:4]([O:10][C:11]3[CH:12]=[N:13][N:14]([CH3:16])[CH:15]=3)[C:5](=[O:9])[N:6]([CH3:8])[CH:7]=2)[CH2:18][CH2:19]1. (3) The catalyst is [Pd].CC([O-])=O.CC([O-])=O.[Pb+2].[Pd].CO.O.C(O)C.O1CCOCC1. The product is [NH2:32][C:2]1[CH:3]=[CH:4][C:5]([F:31])=[C:6]([C@:8]23[CH2:16][O:15][C@H:14]([C:17]([F:20])([F:21])[CH2:18][CH3:19])[C@H:13]2[CH2:12][S:11][C:10]([NH2:22])=[N:9]3)[CH:7]=1. The yield is 0.760. The reactants are Br[C:2]1[CH:3]=[CH:4][C:5]([F:31])=[C:6]([C@:8]23[CH2:16][O:15][C@H:14]([C:17]([F:21])([F:20])[CH2:18][CH3:19])[C@H:13]2[CH2:12][S:11][C:10]([NH:22]C(=O)C2C=CC=CC=2)=[N:9]3)[CH:7]=1.[N-:32]=[N+]=[N-].[Na+].CN[C@@H]1CCCC[C@H]1NC.O=C1O[C@H]([C@H](CO)O)C([O-])=C1O.[Na+].[H][H].O.[OH-].[Li+]. (4) The yield is 0.886. The catalyst is O. The reactants are [F:1][C:2]([F:29])([F:28])[C:3]1[CH:4]=[C:5]([NH:13][C:14](=[O:27])[C:15]2[CH:20]=[C:19]([S:21](=[O:24])(=[O:23])[NH2:22])[CH:18]=[CH:17][C:16]=2[O:25][CH3:26])[CH:6]=[C:7]([C:9]([F:12])([F:11])[F:10])[CH:8]=1.CO[CH:32]1[CH2:36][CH2:35][CH:34](OC)O1.C(O)(=O)C. The product is [F:29][C:2]([F:1])([F:28])[C:3]1[CH:4]=[C:5]([NH:13][C:14](=[O:27])[C:15]2[CH:20]=[C:19]([S:21]([N:22]3[CH:32]=[CH:36][CH:35]=[CH:34]3)(=[O:23])=[O:24])[CH:18]=[CH:17][C:16]=2[O:25][CH3:26])[CH:6]=[C:7]([C:9]([F:12])([F:10])[F:11])[CH:8]=1. (5) The reactants are S(=O)(=O)(O)O.[CH3:6][NH:7][C:8](=[O:47])[C@:9]([CH3:46])([N:20]([CH3:45])[C:21](=[O:44])[C:22]1[CH:27]=[CH:26][C:25]([C:28]#[C:29][C:30]2[CH:35]=[CH:34][C:33]([CH2:36][N:37]3[CH2:43][CH2:42][CH2:41][O:40][CH2:39][CH2:38]3)=[CH:32][CH:31]=2)=[CH:24][CH:23]=1)[C:10]([NH:12][O:13]C1CCCCO1)=[O:11].[OH-].[Na+].C(=O)([O-])O.[Na+].[Cl-].[Na+]. The catalyst is C(OCC)(=O)C.O.O1CCOCC1. The product is [OH:13][NH:12][C:10](=[O:11])[C@@:9]([CH3:46])([N:20]([CH3:45])[C:21](=[O:44])[C:22]1[CH:23]=[CH:24][C:25]([C:28]#[C:29][C:30]2[CH:35]=[CH:34][C:33]([CH2:36][N:37]3[CH2:43][CH2:42][CH2:41][O:40][CH2:39][CH2:38]3)=[CH:32][CH:31]=2)=[CH:26][CH:27]=1)[C:8]([NH:7][CH3:6])=[O:47]. The yield is 0.650. (6) The reactants are [Br:1][C:2]1[CH:7]=[CH:6][C:5]([CH2:8][CH2:9][CH2:10][NH2:11])=[CH:4][CH:3]=1.C[O:13][C:14](=O)[C:15]1[CH:20]=[CH:19][CH:18]=[CH:17][C:16]=1[CH2:21]Br.C([O-])([O-])=O.[K+].[K+].C(OCC)(=O)C. The catalyst is C1(C)C=CC=CC=1. The product is [Br:1][C:2]1[CH:3]=[CH:4][C:5]([CH2:8][CH2:9][CH2:10][N:11]2[CH2:21][C:16]3[C:15](=[CH:20][CH:19]=[CH:18][CH:17]=3)[C:14]2=[O:13])=[CH:6][CH:7]=1. The yield is 0.880.